From a dataset of Experimentally validated miRNA-target interactions with 360,000+ pairs, plus equal number of negative samples. Binary Classification. Given a miRNA mature sequence and a target amino acid sequence, predict their likelihood of interaction. (1) The miRNA is mmu-miR-1912-5p with sequence UGCUCAUUGCAUGGGCUGUGUA. The protein sequence of the target gene is MAPRRLLLVGEGNFSFAAALSETLDQSTQLTATCLQRPAELARDPLAWENLQCLRERGIDVRFGVDCTQLADVFELHEREFDQIYFIFPHCGRKAGVAKNRELLAKFFQSCADVLAEEGEVHVALCRGQGGTPADKPQREWHNSWQVVAMAALGGLILSDVYPFSCKAVAGYKCTGYRSQDKSFHVEGALNHIFTRSLPFEGSQPRIFRIKLGNQWFSFPEPEALVGKLNRGFLEAPSCHPIKTINEKLIAELGKVFPLKRLKCSYPLLPQEGTSVLPFWNCDFLSAAFWISLHEDNSNS.... Result: 0 (no interaction). (2) The miRNA is mmu-miR-486b-3p with sequence CGGGGCAGCUCAGUACAGGA. The protein sequence of the target gene is MASTVVAVGLTIAAAGFAGRYVLQAMKHMEPQVKQVFQSLPKSAFSGGYYRGGFEPKMTKREAALILGVSPTANKGKIRDAHRRIMLLNHPDKGGSPYIAAKINEAKDLLEGQAKK. Result: 0 (no interaction). (3) The miRNA is hsa-miR-3173-3p with sequence AAAGGAGGAAAUAGGCAGGCCA. The protein sequence of the target gene is MFNLMKKDKDKDGGRKEKKEKKEKKERMSAAELRSLEEMSMRRGFFNLNRSSKRESKTRLEISNPIPIKVASGSDLHLTDIDSDSNRGSIILDSGHLSTASSSDDLKGEEGSFRGSVLQRAAKFGSLAKQNSQMIVKRFSFSQRSRDESASETSTPSEHSAAPSPQVEVRTLEGQLMQHPGLGIPRPGPRSRVPELVTKRFPADLRLPALVPPPPPALRELELQRRPTGDFGFSLRRTTMLDRAPEGQAYRRVVHFAEPGAGTKDLALGLVPGDRLVEINGQNVENKSRDEIVEMIRQSG.... Result: 0 (no interaction). (4) The miRNA is hsa-miR-6856-5p with sequence AAGAGAGGAGCAGUGGUGCUGUGG. The protein sequence of the target gene is MTSCGQQSLNVLAVLFSLLFSAVLSAHFRVCEPYTDHKGRYHFGFHCPRLSDNKTFILCCHHNNTVFKYCCNETEFQAVMQANLTASSEGYMHNNYTALLGVWIYGFFVLMLLVLDLLYYSAMNYDICKVYLARWGIQGRWMKQDPRRWGNPARAPRPGQRAPQPQPPPGPLPQAPQAVHTLRGDAHSPPLMTFQSSSA. Result: 1 (interaction). (5) The miRNA is hsa-miR-548ap-5p with sequence AAAAGUAAUUGCGGUCUUU. The protein sequence of the target gene is MAVFHDMLLQPLGMFLCLSLQLSSATFIRYSSTCFTFDEYYTITLDIKASSHIYESNAVYSVFVPVNDSVYAVVMKTLDENSDSAGLWQRADKNCYSNSTYYVKDQYMTVLEAQWQAPEPENITEVEIQAFTVQIRALPILSTLKLREKLSTLALAAKIPQSSAFKPFFMITPKSIRLEGLANQVFSSPITEAIYILLAFLTSTLLF. Result: 1 (interaction). (6) Result: 1 (interaction). The miRNA is hsa-miR-376a-5p with sequence GUAGAUUCUCCUUCUAUGAGUA. The protein sequence of the target gene is MVQQAESLEAESNLPREALDTEEGEFMACSPVALDESDPDWCKTASGHIKRPMNAFMVWSKIERRKIMEQSPDMHNAEISKRLGKRWKMLKDSEKIPFIREAERLRLKHMADYPDYKYRPRKKPKMDPSAKPSASQSPEKSAAGGGGGSAGGGAGGAKTSKGSSKKCGKLKAPAAAGAKAGAGKAAQSGDYGGAGDDYVLGSLRVSGSGGGGAGKTVKCVFLDEDDDDDDDDDELQLQIKQEPDEEDEEPPHQQLLQPPGQQPSQLLRRYNVAKVPASPTLSSSAESPEGASLYDEVRAG.... (7) The miRNA is mmu-miR-1951 with sequence GUAGUGGAGACUGGUGUGGCUA. The protein sequence of the target gene is MELQTLQEALKVEIQVHQKLVAQMKQDPQNADLKKQLHELQAKITALSEKQKRVVEQLRKNLIVKQEQPDKFQIQPLSQSENKLQTAQQQPLQPLQQQQPQQPQQQQQQQQQHAQQSAAAPPSLTASQKTVTTASMITTKTLPLVLKAATATMPASVVGQRPTIAMVTAINSQKAVLSTDVQNTPVNLQTSSKVTGPGAEAVQIVAKNTVTLQVQATPPQPIKVPQFIPPPRLTPRPNFLPQVRPKPVAQNNIPIAPAPPPMLAAPQLIQRPVMLTKFTPTTLPTSQNSIHPVRVVNGQT.... Result: 0 (no interaction).